This data is from Forward reaction prediction with 1.9M reactions from USPTO patents (1976-2016). The task is: Predict the product of the given reaction. (1) Given the reactants Br[C:2]1[C:3](O)=[CH:4][C:5]2[NH:11][C:10](=[O:12])[CH2:9][N:8]=[C:7](C3C=CC=CC=3Cl)[C:6]=2[CH:20]=1.C(=O)([O-])[O-].[Na+].[Na+].ClCCCN1CCOCC1, predict the reaction product. The product is: [N:11]1[C:10](=[O:12])[CH:9]=[N:8][CH:7]=[C:6]2[CH:20]=[CH:2][CH:3]=[CH:4][C:5]=12. (2) Given the reactants [CH3:1][C@@:2]([NH:15][NH2:16])([C:12]([OH:14])=[O:13])[CH2:3][C:4]1[CH:5]=[CH:6][C:7]([OH:11])=[C:8]([OH:10])[CH:9]=1.[CH:17]1[C:22]([CH2:23][C@H:24]([NH2:28])[C:25]([OH:27])=[O:26])=[CH:21][C:20]([OH:29])=[C:19]([OH:30])[CH:18]=1, predict the reaction product. The product is: [CH3:1][C@@:2]([NH:15][NH2:16])([C:12]([OH:14])=[O:13])[CH2:3][C:4]1[CH:5]=[CH:6][C:7]([OH:11])=[C:8]([OH:10])[CH:9]=1.[CH:17]1[C:22]([CH2:23][C@H:24]([NH2:28])[C:25]([OH:27])=[O:26])=[CH:21][C:20]([OH:29])=[C:19]([OH:30])[CH:18]=1. (3) The product is: [CH2:1]([O:8][C:9]1[CH:10]=[CH:11][C:12]([NH:13][C:17]2[CH:22]=[CH:21][C:20]([CH:23]([CH3:25])[CH3:24])=[CH:19][CH:18]=2)=[CH:14][CH:15]=1)[C:2]1[CH:3]=[CH:4][CH:5]=[CH:6][CH:7]=1. Given the reactants [CH2:1]([O:8][C:9]1[CH:15]=[CH:14][C:12]([NH2:13])=[CH:11][CH:10]=1)[C:2]1[CH:7]=[CH:6][CH:5]=[CH:4][CH:3]=1.Br[C:17]1[CH:22]=[CH:21][C:20]([CH:23]([CH3:25])[CH3:24])=[CH:19][CH:18]=1.CC(C1C=C(C(C)C)C(C2C=CC=CC=2P(C2CCCCC2)C2CCCCC2)=C(C(C)C)C=1)C.C([O-])([O-])=O.[Cs+].[Cs+], predict the reaction product.